The task is: Predict the reactants needed to synthesize the given product.. This data is from Full USPTO retrosynthesis dataset with 1.9M reactions from patents (1976-2016). (1) Given the product [S:14]1[C:8]([C:9]2[NH:13][CH2:12][CH2:11][N:10]=2)=[CH:7][C:1]2[CH:2]=[CH:3][CH:4]=[CH:5][C:6]1=2, predict the reactants needed to synthesize it. The reactants are: [C:1]1([CH:7]=[CH:8][C:9]2[NH:10][CH2:11][CH2:12][N:13]=2)[CH:6]=[CH:5][CH:4]=[CH:3][CH:2]=1.[S:14](Br)(Br)=O. (2) Given the product [CH3:21][O:22][C:23]1[CH:28]=[CH:27][C:26]([C:2]2[CH:20]=[CH:19][CH:18]=[C:4]([C:5]([N:7]([CH2:9][C:10]3[CH:15]=[CH:14][CH:13]=[C:12]([O:16][CH3:17])[CH:11]=3)[CH3:8])=[O:6])[CH:3]=2)=[CH:25][CH:24]=1, predict the reactants needed to synthesize it. The reactants are: Br[C:2]1[CH:3]=[C:4]([CH:18]=[CH:19][CH:20]=1)[C:5]([N:7]([CH2:9][C:10]1[CH:15]=[CH:14][CH:13]=[C:12]([O:16][CH3:17])[CH:11]=1)[CH3:8])=[O:6].[CH3:21][O:22][C:23]1[CH:28]=[CH:27][C:26](B(O)O)=[CH:25][CH:24]=1. (3) Given the product [CH3:25][C:24]1[NH:20][CH:21]=[N:22][C:23]=1[CH2:26][CH2:27][CH2:28][O:29][C:30]1[CH:35]=[CH:34][CH:33]=[CH:32][CH:31]=1, predict the reactants needed to synthesize it. The reactants are: C([N:20]1[C:24]([CH3:25])=[C:23]([CH2:26][CH2:27][CH2:28][OH:29])[N:22]=[CH:21]1)(C1C=CC=CC=1)(C1C=CC=CC=1)C1C=CC=CC=1.[C:30]1(P([C:30]2[CH:35]=[CH:34][CH:33]=[CH:32][CH:31]=2)[C:30]2[CH:35]=[CH:34][CH:33]=[CH:32][CH:31]=2)[CH:35]=[CH:34][CH:33]=[CH:32][CH:31]=1.C1(O)C=CC=CC=1.N(C(OCC)=O)=NC(OCC)=O. (4) Given the product [OH:1][C@H:2]([CH2:6][C:7]1[CH:12]=[CH:11][CH:10]=[C:9]([CH3:13])[CH:8]=1)[C:3]([O:5][CH2:14][C:15]1[CH:20]=[CH:19][CH:18]=[CH:17][CH:16]=1)=[O:4], predict the reactants needed to synthesize it. The reactants are: [OH:1][C@H:2]([CH2:6][C:7]1[CH:12]=[CH:11][CH:10]=[C:9]([CH3:13])[CH:8]=1)[C:3]([OH:5])=[O:4].[CH2:14](Br)[C:15]1[CH:20]=[CH:19][CH:18]=[CH:17][CH:16]=1.C(N(CC)CC)C. (5) Given the product [Cl:25][C:26]1[CH:27]=[CH:28][C:29]([CH2:30][CH2:31][NH:32][C:33]([C:34]2[CH:39]=[CH:38][C:37]([O:40][C:12]3[CH:11]=[C:10]4[C:5]([C:6]([CH3:18])([C:14]([O:16][CH3:17])=[O:15])[CH2:7][CH2:8][O:9]4)=[CH:4][C:3]=3[C:1]#[N:2])=[CH:36][CH:35]=2)=[O:41])=[CH:42][CH:43]=1, predict the reactants needed to synthesize it. The reactants are: [C:1]([C:3]1[CH:4]=[C:5]2[C:10](=[CH:11][C:12]=1F)[O:9][CH2:8][CH2:7][C:6]2([CH3:18])[C:14]([O:16][CH3:17])=[O:15])#[N:2].C([O-])([O-])=O.[K+].[K+].[Cl:25][C:26]1[CH:43]=[CH:42][C:29]([CH2:30][CH2:31][NH:32][C:33](=[O:41])[C:34]2[CH:39]=[CH:38][C:37]([OH:40])=[CH:36][CH:35]=2)=[CH:28][CH:27]=1. (6) Given the product [CH3:15][O:7][C:5](=[O:6])[C@:4]([CH2:3][OH:2])([CH3:10])[CH:8]=[CH2:9], predict the reactants needed to synthesize it. The reactants are: C[O:2][CH2:3][C@@:4]([CH3:10])([CH:8]=[CH2:9])[C:5]([OH:7])=[O:6].B(Br)(Br)Br.[CH3:15]O.